From a dataset of NCI-60 drug combinations with 297,098 pairs across 59 cell lines. Regression. Given two drug SMILES strings and cell line genomic features, predict the synergy score measuring deviation from expected non-interaction effect. (1) Drug 1: CNC(=O)C1=CC=CC=C1SC2=CC3=C(C=C2)C(=NN3)C=CC4=CC=CC=N4. Drug 2: C1=CN(C(=O)N=C1N)C2C(C(C(O2)CO)O)O.Cl. Cell line: TK-10. Synergy scores: CSS=29.4, Synergy_ZIP=-9.13, Synergy_Bliss=0.421, Synergy_Loewe=-12.7, Synergy_HSA=0.910. (2) Drug 1: CC1=C(C=C(C=C1)NC(=O)C2=CC=C(C=C2)CN3CCN(CC3)C)NC4=NC=CC(=N4)C5=CN=CC=C5. Drug 2: CC12CCC3C(C1CCC2O)C(CC4=C3C=CC(=C4)O)CCCCCCCCCS(=O)CCCC(C(F)(F)F)(F)F. Cell line: UACC-257. Synergy scores: CSS=-6.14, Synergy_ZIP=0.591, Synergy_Bliss=-3.23, Synergy_Loewe=-4.20, Synergy_HSA=-4.28. (3) Drug 1: C1CCC(C1)C(CC#N)N2C=C(C=N2)C3=C4C=CNC4=NC=N3. Drug 2: CC1CCC2CC(C(=CC=CC=CC(CC(C(=O)C(C(C(=CC(C(=O)CC(OC(=O)C3CCCCN3C(=O)C(=O)C1(O2)O)C(C)CC4CCC(C(C4)OC)OCCO)C)C)O)OC)C)C)C)OC. Cell line: SW-620. Synergy scores: CSS=10.6, Synergy_ZIP=-2.92, Synergy_Bliss=-3.21, Synergy_Loewe=-4.21, Synergy_HSA=-3.62.